This data is from NCI-60 drug combinations with 297,098 pairs across 59 cell lines. The task is: Regression. Given two drug SMILES strings and cell line genomic features, predict the synergy score measuring deviation from expected non-interaction effect. Drug 1: CC1C(C(CC(O1)OC2CC(CC3=C2C(=C4C(=C3O)C(=O)C5=C(C4=O)C(=CC=C5)OC)O)(C(=O)C)O)N)O.Cl. Drug 2: CCC1=C2CN3C(=CC4=C(C3=O)COC(=O)C4(CC)O)C2=NC5=C1C=C(C=C5)O. Cell line: SF-268. Synergy scores: CSS=38.9, Synergy_ZIP=-6.67, Synergy_Bliss=-5.55, Synergy_Loewe=-18.3, Synergy_HSA=-4.03.